Dataset: Forward reaction prediction with 1.9M reactions from USPTO patents (1976-2016). Task: Predict the product of the given reaction. (1) The product is: [Br:1][C:2]1[CH:3]=[C:4]([CH2:8][CH2:9][O:10][Si:11]([C:14]([CH3:17])([CH3:16])[CH3:15])([CH3:13])[CH3:12])[CH:5]=[CH:6][CH:7]=1. Given the reactants [Br:1][C:2]1[CH:3]=[C:4]([CH2:8][CH2:9][OH:10])[CH:5]=[CH:6][CH:7]=1.[Si:11](Cl)([C:14]([CH3:17])([CH3:16])[CH3:15])([CH3:13])[CH3:12].N1C=CN=C1.O, predict the reaction product. (2) Given the reactants Cl.[Cl:2][C:3]1[CH:24]=[CH:23][CH:22]=[CH:21][C:4]=1[CH2:5][N:6]1[C:10]2[CH:11]=[C:12]([C:15](Cl)=[O:16])[CH:13]=[CH:14][C:9]=2[N:8]=[C:7]1[CH:18]1[CH2:20][CH2:19]1.[NH:25]1[CH2:30][CH2:29][O:28][CH2:27][CH2:26]1.CO, predict the reaction product. The product is: [Cl:2][C:3]1[CH:24]=[CH:23][CH:22]=[CH:21][C:4]=1[CH2:5][N:6]1[C:10]2[CH:11]=[C:12]([C:15]([N:25]3[CH2:30][CH2:29][O:28][CH2:27][CH2:26]3)=[O:16])[CH:13]=[CH:14][C:9]=2[N:8]=[C:7]1[CH:18]1[CH2:19][CH2:20]1. (3) Given the reactants C1(=O)OC(=O)CC1.[C:8]1([CH3:22])[CH:13]=[CH:12][C:11]([S:14]([O:17][CH2:18][CH:19]([OH:21])[CH3:20])(=[O:16])=[O:15])=[CH:10][CH:9]=1, predict the reaction product. The product is: [C:8]1([CH3:22])[CH:9]=[CH:10][C:11]([S:14]([O:17][CH2:18][C@@H:19]([OH:21])[CH3:20])(=[O:15])=[O:16])=[CH:12][CH:13]=1. (4) Given the reactants C1C=CC(P(C2C=CC=CC=2)C2C=CC=CC=2)=CC=1.C([O-])([O-])=O.[K+].[K+].Br[C:27]1[C:28]([F:36])=[C:29]([CH:33]=[CH:34][CH:35]=1)[C:30]([NH2:32])=[O:31].[CH3:37][C:38]([Si:41]([CH3:54])([CH3:53])[O:42][CH2:43][C:44]1[CH:45]=[C:46](B(O)O)[CH:47]=[CH:48][CH:49]=1)([CH3:40])[CH3:39], predict the reaction product. The product is: [CH3:40][C:38]([Si:41]([CH3:54])([CH3:53])[O:42][CH2:43][C:44]1[CH:45]=[C:46]([C:27]2[CH:35]=[CH:34][CH:33]=[C:29]([C:30]([NH2:32])=[O:31])[C:28]=2[F:36])[CH:47]=[CH:48][CH:49]=1)([CH3:37])[CH3:39]. (5) Given the reactants [Li].[Br:2][C:3]1[CH:4]=[C:5]([C:14]([O-])=[CH:15][C:16](=O)[C:17]([O:19]CC)=[O:18])[CH:6]=[C:7]([O:9][C:10]([F:13])([F:12])[F:11])[CH:8]=1.ClC1C=C(C2N(C3C=CC=CN=3)N=C(C(O)=O)C=2)C=C(F)C=1.Cl.Cl.[N:48]1[CH:53]=[CH:52][C:51]([NH:54][NH2:55])=[CH:50][CH:49]=1, predict the reaction product. The product is: [Br:2][C:3]1[CH:4]=[C:5]([C:14]2[N:54]([C:51]3[CH:52]=[CH:53][N:48]=[CH:49][CH:50]=3)[N:55]=[C:16]([C:17]([OH:19])=[O:18])[CH:15]=2)[CH:6]=[C:7]([O:9][C:10]([F:11])([F:12])[F:13])[CH:8]=1. (6) Given the reactants [Cl:1][C:2]1[C:3]([OH:22])=[CH:4][C:5]([OH:21])=[C:6]([C:8](=[O:20])[CH2:9][C:10]2[CH:19]=[CH:18][C:13]3[O:14][CH2:15][CH2:16][O:17][C:12]=3[CH:11]=2)[CH:7]=1.[C:23](OC(=O)C)(=O)[CH3:24].C(=O)([O-])[O-].[K+].[K+], predict the reaction product. The product is: [Cl:1][C:2]1[CH:7]=[C:6]2[C:5](=[CH:4][C:3]=1[OH:22])[O:21][C:23]([CH3:24])=[C:9]([C:10]1[CH:19]=[CH:18][C:13]3[O:14][CH2:15][CH2:16][O:17][C:12]=3[CH:11]=1)[C:8]2=[O:20]. (7) Given the reactants [C:1]([C:4]1[C:12]2[C:7](=[CH:8][C:9]([C:16](O)=[O:17])=[CH:10][C:11]=2[O:13][CH2:14][CH3:15])[N:6]([CH:19]2[CH2:21][CH2:20]2)[CH:5]=1)(=[O:3])[NH2:2].Cl.[CH3:23][O:24][C:25](=[O:48])[C:26]1[CH:31]=[CH:30][CH:29]=[C:28]([C:32]2[CH:33]=[C:34]3[C:44](=[CH:45][CH:46]=2)[O:43][C:37]2([CH2:42][CH2:41][NH:40][CH2:39][CH2:38]2)[CH2:36][C:35]3=[O:47])[CH:27]=1.CCN=C=NCCCN(C)C.Cl.C1C=CC2N(O)N=NC=2C=1, predict the reaction product. The product is: [C:1]([C:4]1[C:12]2[C:7](=[CH:8][C:9]([C:16]([N:40]3[CH2:39][CH2:38][C:37]4([CH2:36][C:35](=[O:47])[C:34]5[C:44](=[CH:45][CH:46]=[C:32]([C:28]6[CH:27]=[C:26]([CH:31]=[CH:30][CH:29]=6)[C:25]([O:24][CH3:23])=[O:48])[CH:33]=5)[O:43]4)[CH2:42][CH2:41]3)=[O:17])=[CH:10][C:11]=2[O:13][CH2:14][CH3:15])[N:6]([CH:19]2[CH2:21][CH2:20]2)[CH:5]=1)(=[O:3])[NH2:2]. (8) Given the reactants [Cr]([O-])(OCl)(=O)=O.[NH+]1C=CC=CC=1.[OH:13][CH:14]1[CH2:17][CH:16]([S:18]([O:21][CH2:22][CH2:23][CH2:24][CH3:25])(=[O:20])=[O:19])[CH2:15]1.C(OCC)(=O)C, predict the reaction product. The product is: [O:13]=[C:14]1[CH2:17][CH:16]([S:18]([O:21][CH2:22][CH2:23][CH2:24][CH3:25])(=[O:20])=[O:19])[CH2:15]1. (9) Given the reactants [N+:1]([C:4]1[C:12](F)=[C:11]([F:14])[C:10]([F:15])=[CH:9][C:5]=1[C:6]([OH:8])=[O:7])([O-:3])=[O:2].[OH-].[NH4+:17], predict the reaction product. The product is: [NH2:17][C:12]1[C:4]([N+:1]([O-:3])=[O:2])=[C:5]([CH:9]=[C:10]([F:15])[C:11]=1[F:14])[C:6]([OH:8])=[O:7].